This data is from Reaction yield outcomes from USPTO patents with 853,638 reactions. The task is: Predict the reaction yield, written as a fraction of the theoretical maximum amount of product (1.0 means a 100% yield; for example, 0.34 means a 34% yield). (1) The reactants are [F:1][C:2]([F:24])([F:23])[C:3]1[CH:4]=[C:5]([C:13]2[N:17]=[CH:16][N:15](/[CH:18]=[CH:19]\[C:20]([OH:22])=O)[N:14]=2)[CH:6]=[C:7]([C:9]([F:12])([F:11])[F:10])[CH:8]=1.C1CCC(N=C=NC2CCCCC2)CC1.Cl.[CH:41]1([NH:44][NH2:45])[CH2:43][CH2:42]1.CCN(C(C)C)C(C)C. The catalyst is O.C(Cl)Cl. The product is [F:1][C:2]([F:24])([F:23])[C:3]1[CH:4]=[C:5]([C:13]2[N:17]=[CH:16][N:15](/[CH:18]=[CH:19]\[C:20]([NH:45][NH:44][CH:41]3[CH2:43][CH2:42]3)=[O:22])[N:14]=2)[CH:6]=[C:7]([C:9]([F:12])([F:10])[F:11])[CH:8]=1. The yield is 0.0260. (2) The reactants are N(C(OC(C)(C)C)=O)=NC(OC(C)(C)C)=O.C(P(CCCC)CCCC)CCC.[Cl:30][C:31]1[C:39]([F:40])=[CH:38][CH:37]=[C:36]2[C:32]=1[CH2:33][CH2:34][N:35]2[C@@H:41]([CH2:51][CH2:52]O)[C:42]([NH:44][C:45]1[CH:50]=[CH:49][CH:48]=[CH:47][CH:46]=1)=[O:43]. The catalyst is C1COCC1. The product is [Cl:30][C:31]1[C:39]([F:40])=[CH:38][CH:37]=[C:36]2[C:32]=1[CH2:33][CH2:34][N:35]2[C@H:41]1[CH2:51][CH2:52][N:44]([C:45]2[CH:50]=[CH:49][CH:48]=[CH:47][CH:46]=2)[C:42]1=[O:43]. The yield is 0.820. (3) The reactants are [Cl:1][C:2]1[S:3][CH:4]=[C:5]([CH3:7])[N:6]=1.S(Cl)(Cl)=O.[Cl:12][S:13](O)(=[O:15])=[O:14]. No catalyst specified. The product is [Cl:1][C:2]1[S:3][C:4]([S:13]([Cl:12])(=[O:15])=[O:14])=[C:5]([CH3:7])[N:6]=1. The yield is 0.896. (4) The reactants are [NH2:1][C@@H:2]1[CH2:7][CH2:6][N:5]([CH2:8][CH2:9][N:10]2[C:19]3[C:14](=[C:15]([F:21])[CH:16]=[C:17]([F:20])[CH:18]=3)[CH:13]=[CH:12][C:11]2=[O:22])[CH2:4][C@@H:3]1[C:23]([O:25][CH3:26])=[O:24].[O:27]1[C:36]2[CH:35]=[C:34]([CH:37]=O)[N:33]=[CH:32][C:31]=2[O:30][CH2:29][CH2:28]1.C(O[BH-](OC(=O)C)OC(=O)C)(=O)C.[Na+]. The catalyst is ClCCl.CO. The product is [F:21][C:15]1[CH:16]=[C:17]([F:20])[CH:18]=[C:19]2[C:14]=1[CH:13]=[CH:12][C:11](=[O:22])[N:10]2[CH2:9][CH2:8][N:5]1[CH2:6][CH2:7][C@@H:2]([NH:1][CH2:37][C:34]2[N:33]=[CH:32][C:31]3[O:30][CH2:29][CH2:28][O:27][C:36]=3[CH:35]=2)[C@@H:3]([C:23]([O:25][CH3:26])=[O:24])[CH2:4]1. The yield is 0.770. (5) The reactants are [C:1](O)(=O)[CH2:2][C:3]([OH:5])=[O:4].[CH3:8][CH:9]([CH2:12][CH2:13][CH3:14])C=O.N1CCCCC1.Cl. The product is [CH3:8][CH:9]([CH2:12][CH2:13][CH3:14])/[CH:1]=[CH:2]/[C:3]([OH:5])=[O:4]. The yield is 0.470. The catalyst is N1C=CC=CC=1. (6) The reactants are [N:1]1[CH:2]=[C:3]([CH2:10][C:11]2[CH:21]=[CH:20][C:14]3[N:15]=[C:16]([S:18][CH3:19])[S:17][C:13]=3[CH:12]=2)[N:4]2[C:9]=1[CH:8]=[CH:7][CH:6]=[N:5]2.ClC1C=CC=C(C(OO)=[O:30])C=1.[O-]S([O-])(=S)=O.[Na+].[Na+]. The catalyst is C(Cl)Cl. The product is [N:1]1[CH:2]=[C:3]([CH2:10][C:11]2[CH:21]=[CH:20][C:14]3[N:15]=[C:16]([S:18]([CH3:19])=[O:30])[S:17][C:13]=3[CH:12]=2)[N:4]2[C:9]=1[CH:8]=[CH:7][CH:6]=[N:5]2. The yield is 0.870. (7) The reactants are [CH2:1]([O:11][C:12]1[CH:13]=[C:14]([C:29]2[CH:34]=[CH:33][C:32]([O:35][CH2:36][CH2:37][CH2:38][CH2:39][CH2:40][CH2:41][CH2:42][CH2:43][CH2:44][CH3:45])=[C:31]([O:46][CH2:47][CH2:48][CH2:49][CH2:50][CH2:51][CH2:52][CH2:53][CH2:54][CH2:55][CH3:56])[CH:30]=2)[CH:15]=[CH:16][C:17]=1[O:18][CH2:19][CH2:20][CH2:21][CH2:22][CH2:23][CH2:24][CH2:25][CH2:26][CH2:27][CH3:28])[CH2:2][CH2:3][CH2:4][CH2:5][CH2:6][CH2:7][CH2:8][CH2:9][CH3:10].[CH3:57][O:58][C:59]1[CH:64]=[CH:63][C:62]([O:65][CH3:66])=[CH:61][CH:60]=1. The catalyst is C(Cl)Cl. The product is [CH3:57][O:58][C:59]1[C:64]2[C:34]3[C:29](=[CH:30][C:31]([O:46][CH2:47][CH2:48][CH2:49][CH2:50][CH2:51][CH2:52][CH2:53][CH2:54][CH2:55][CH3:56])=[C:32]([O:35][CH2:36][CH2:37][CH2:38][CH2:39][CH2:40][CH2:41][CH2:42][CH2:43][CH2:44][CH3:45])[CH:33]=3)[C:14]3[C:15](=[CH:16][C:17]([O:18][CH2:19][CH2:20][CH2:21][CH2:22][CH2:23][CH2:24][CH2:25][CH2:26][CH2:27][CH3:28])=[C:12]([O:11][CH2:1][CH2:2][CH2:3][CH2:4][CH2:5][CH2:6][CH2:7][CH2:8][CH2:9][CH3:10])[CH:13]=3)[C:63]=2[C:62]([O:65][CH3:66])=[CH:61][CH:60]=1. The yield is 0.840. (8) The reactants are [CH3:1][N:2]([CH3:13])[CH2:3][C:4]1[C:12]2[C:7](=[N:8][CH:9]=[CH:10][CH:11]=2)[NH:6][CH:5]=1.CN(C)C=O.[H-].[Na+].[CH:21]([Si:24](Cl)([CH:28]([CH3:30])[CH3:29])[CH:25]([CH3:27])[CH3:26])([CH3:23])[CH3:22]. The catalyst is O. The product is [CH3:1][N:2]([CH3:13])[CH2:3][C:4]1[C:12]2[C:7](=[N:8][CH:9]=[CH:10][CH:11]=2)[N:6]([Si:24]([CH:28]([CH3:30])[CH3:29])([CH:25]([CH3:27])[CH3:26])[CH:21]([CH3:23])[CH3:22])[CH:5]=1. The yield is 0.588. (9) The reactants are I[C:2]1[C:7]([O:8][C:9]2[C:18]3[C:13](=[CH:14][C:15]([O:21][CH3:22])=[C:16]([O:19][CH3:20])[CH:17]=3)[N:12]=[CH:11][CH:10]=2)=[CH:6][CH:5]=[C:4]([CH3:23])[N:3]=1.[CH2:24]([C:28]1[CH:33]=[CH:32][C:31](B(O)O)=[CH:30][CH:29]=1)[CH2:25][CH2:26][CH3:27].C(=O)([O-])O.[Na+]. The catalyst is C1(C)C=CC=CC=1. The product is [CH2:24]([C:28]1[CH:33]=[CH:32][C:31]([C:2]2[C:7]([O:8][C:9]3[C:18]4[C:13](=[CH:14][C:15]([O:21][CH3:22])=[C:16]([O:19][CH3:20])[CH:17]=4)[N:12]=[CH:11][CH:10]=3)=[CH:6][CH:5]=[C:4]([CH3:23])[N:3]=2)=[CH:30][CH:29]=1)[CH2:25][CH2:26][CH3:27]. The yield is 0.640. (10) The reactants are C(O[CH2:9][C:10]1[N:15]=[C:14]([NH2:16])[N:13]=[C:12]([NH2:17])[C:11]=1[C:18]1[CH:23]=[CH:22][C:21]([NH:24][CH2:25][C:26]2[CH:31]=[CH:30][C:29]([S:32]([CH3:35])(=[O:34])=[O:33])=[CH:28][CH:27]=2)=[CH:20][CH:19]=1)C1C=CC=CC=1.[BrH:36]. The product is [Br:36][CH2:9][C:10]1[N:15]=[C:14]([NH2:16])[N:13]=[C:12]([NH2:17])[C:11]=1[C:18]1[CH:23]=[CH:22][C:21]([NH:24][CH2:25][C:26]2[CH:31]=[CH:30][C:29]([S:32]([CH3:35])(=[O:34])=[O:33])=[CH:28][CH:27]=2)=[CH:20][CH:19]=1. The yield is 0.720. The catalyst is O.